From a dataset of Catalyst prediction with 721,799 reactions and 888 catalyst types from USPTO. Predict which catalyst facilitates the given reaction. (1) Reactant: [C:1]([C:3]1[N:8]=[C:7]([CH2:9][CH:10]([CH3:16])[C:11]([O:13][CH2:14][CH3:15])=[O:12])[CH:6]=[CH:5][CH:4]=1)#[N:2].[C:17](OC)(=[O:25])[C:18]1[C:19](=[CH:21][CH:22]=[CH:23][CH:24]=1)[SH:20].C(N(CC)CC)C. Product: [CH3:16][CH:10]([CH2:9][C:7]1[CH:6]=[CH:5][CH:4]=[C:3]([C:1]2[S:20][C:19]3[CH:21]=[CH:22][CH:23]=[CH:24][C:18]=3[C:17](=[O:25])[N:2]=2)[N:8]=1)[C:11]([O:13][CH2:14][CH3:15])=[O:12]. The catalyst class is: 11. (2) Reactant: [H-].[Na+].[CH3:3][CH:4]([OH:6])[CH3:5].Cl[C:8]1[CH:9]=[C:10]([CH:13]=[C:14]([C:16]([F:19])([F:18])[F:17])[N:15]=1)[C:11]#[N:12]. Product: [CH:4]([O:6][C:8]1[CH:9]=[C:10]([CH:13]=[C:14]([C:16]([F:19])([F:17])[F:18])[N:15]=1)[C:11]#[N:12])([CH3:5])[CH3:3]. The catalyst class is: 56. (3) The catalyst class is: 4. Reactant: [Br:1][C:2]1[CH:11]=[CH:10][C:9]2[N:8]=[CH:7][C:6]3[NH:12][C:13](=[O:26])[N:14]([C:15]4[CH:20]=[CH:19][C:18]([C:21]([CH3:25])([CH3:24])[C:22]#[N:23])=[CH:17][CH:16]=4)[C:5]=3[C:4]=2[CH:3]=1.C(N(CC)CC)C.[F:34][C:35]([F:47])([F:46])[C:36]1[CH:37]=[C:38]([S:42](Cl)(=[O:44])=[O:43])[CH:39]=[CH:40][CH:41]=1.O. Product: [Br:1][C:2]1[CH:11]=[CH:10][C:9]2[N:8]=[CH:7][C:6]3[N:12]([S:42]([C:38]4[CH:39]=[CH:40][CH:41]=[C:36]([C:35]([F:34])([F:46])[F:47])[CH:37]=4)(=[O:44])=[O:43])[C:13](=[O:26])[N:14]([C:15]4[CH:20]=[CH:19][C:18]([C:21]([CH3:24])([CH3:25])[C:22]#[N:23])=[CH:17][CH:16]=4)[C:5]=3[C:4]=2[CH:3]=1. (4) Reactant: C(O[C:9](=O)[N:10]([CH2:12][C@H:13]1[CH2:18][CH2:17][C@H:16]([CH2:19][CH2:20][OH:21])[CH2:15][CH2:14]1)C)C1C=CC=CC=1. Product: [CH3:9][NH:10][CH2:12][C@H:13]1[CH2:18][CH2:17][C@H:16]([CH2:19][CH2:20][OH:21])[CH2:15][CH2:14]1. The catalyst class is: 312.